This data is from Full USPTO retrosynthesis dataset with 1.9M reactions from patents (1976-2016). The task is: Predict the reactants needed to synthesize the given product. (1) Given the product [CH3:1][C:2]1[CH:3]=[C:4]([CH:8]([C:20]2[CH:25]=[CH:24][CH:23]=[C:22]([CH3:26])[CH:21]=2)[N:9]2[CH:14]=[CH:13][CH:12]=[C:11]([C:15]([OH:17])=[O:16])[C:10]2=[O:19])[CH:5]=[CH:6][CH:7]=1, predict the reactants needed to synthesize it. The reactants are: [CH3:1][C:2]1[CH:3]=[C:4]([CH:8]([C:20]2[CH:25]=[CH:24][CH:23]=[C:22]([CH3:26])[CH:21]=2)[N:9]2[CH:14]=[CH:13][CH:12]=[C:11]([C:15]([O:17]C)=[O:16])[C:10]2=[O:19])[CH:5]=[CH:6][CH:7]=1. (2) The reactants are: [F:1][C:2]([F:16])([F:15])[C:3](Br)=[N:4][NH:5][C:6]1[CH:11]=[CH:10][C:9]([O:12][CH3:13])=[CH:8][CH:7]=1.CC[N:19]([CH2:22][CH3:23])CC.[CH2:24](Cl)Cl.CCO[C:30]([CH3:32])=[O:31]. Given the product [CH3:13][O:12][C:9]1[CH:10]=[CH:11][C:6]([N:5]2[C:32]3[C:30](=[O:31])[NH:19][CH2:22][CH2:23][C:24]=3[C:3]([C:2]([F:16])([F:15])[F:1])=[N:4]2)=[CH:7][CH:8]=1, predict the reactants needed to synthesize it. (3) Given the product [O:1]1[C:5]2[CH:6]=[CH:7][CH:8]=[CH:9][C:4]=2[CH:3]=[C:2]1[C:10](=[O:11])[CH2:12][C:13]([O:14][CH2:15][CH3:19])=[O:21], predict the reactants needed to synthesize it. The reactants are: [O:1]1[C:5]2[CH:6]=[CH:7][CH:8]=[CH:9][C:4]=2[CH:3]=[C:2]1[C:10]([CH:12]1C(=O)O[C:15](C)([CH3:19])[O:14][C:13]1=[O:21])=[O:11]. (4) Given the product [CH3:18][NH:19][C:2]1[C:3]([NH2:4])=[CH:5][C:6]([N+:9]([O-:11])=[O:10])=[CH:7][CH:8]=1, predict the reactants needed to synthesize it. The reactants are: F[C:2]1[CH:8]=[CH:7][C:6]([N+:9]([O-:11])=[O:10])=[CH:5][C:3]=1[NH2:4].C(=O)([O-])[O-].[K+].[K+].[CH3:18][NH2:19].O. (5) Given the product [F:1][C:2]1[CH:7]=[CH:6][C:5]([F:8])=[CH:4][C:3]=1[C@H:9]1[CH2:13][CH2:12][CH2:11][N:10]1[C:14]1[CH:15]=[CH:16][C:17]2[N:18]([C:20]([NH:23][C:24](=[O:26])[CH3:25])=[CH:21][N:22]=2)[N:19]=1, predict the reactants needed to synthesize it. The reactants are: [F:1][C:2]1[CH:7]=[CH:6][C:5]([F:8])=[CH:4][C:3]=1[C@H:9]1[CH2:13][CH2:12][CH2:11][N:10]1[C:14]1[CH:15]=[CH:16][C:17]2[N:18]([C:20]([NH2:23])=[CH:21][N:22]=2)[N:19]=1.[C:24](OC(=O)C)(=[O:26])[CH3:25].N1C=CC=CC=1. (6) Given the product [CH:29]1([CH:35]2[NH:13][C:6]3[CH:5]=[CH:4][C:3]([C:1]4[CH:23]=[CH:22][CH:21]=[CH:20][C:19]=4[S:16](=[O:18])(=[O:17])[N:15]([CH3:14])[CH3:28])=[CH:8][C:7]=3[S:9](=[O:11])(=[O:10])[NH:12]2)[CH2:34][CH2:33][CH2:32][CH2:31][CH2:30]1, predict the reactants needed to synthesize it. The reactants are: [C:1]([C:3]1[CH:4]=[CH:5][C:6]([NH2:13])=[C:7]([S:9]([NH2:12])(=[O:11])=[O:10])[CH:8]=1)#N.[CH3:14][N:15]([CH3:28])[S:16]([C:19]1C=[CH:23][CH:22]=[CH:21][C:20]=1B(O)O)(=[O:18])=[O:17].[CH:29]1([CH:35]=O)[CH2:34][CH2:33][CH2:32][CH2:31][CH2:30]1. (7) Given the product [NH3:13].[Cl:1][C:2]1[CH:7]=[CH:6][C:5]([CH2:8][O:9][CH2:10][CH2:11][CH2:12][NH:13][CH3:14])=[CH:4][C:3]=1[C:22]([NH:24][CH2:25][C:26]12[CH2:33][CH:32]3[CH2:31][CH:30]([CH2:29][CH:28]([CH2:34]3)[CH2:27]1)[CH2:35]2)=[O:23], predict the reactants needed to synthesize it. The reactants are: [Cl:1][C:2]1[CH:7]=[CH:6][C:5]([CH2:8][O:9][CH2:10][CH2:11][CH2:12][N:13](C)[C:14](=O)OC(C)(C)C)=[CH:4][C:3]=1[C:22]([NH:24][CH2:25][C:26]12[CH2:35][CH:30]3[CH2:31][CH:32]([CH2:34][CH:28]([CH2:29]3)[CH2:27]1)[CH2:33]2)=[O:23].Cl.N. (8) The reactants are: [CH2:1]([N:8]1[C@@H:16]2[C@@:11]([C:18]3[CH:23]=[CH:22][C:21]([O:24][CH3:25])=[C:20]([O:26][CH3:27])[CH:19]=3)([CH2:12][CH2:13][C@@H:14]([NH2:17])[CH2:15]2)[CH2:10][CH2:9]1)[C:2]1[CH:7]=[CH:6][CH:5]=[CH:4][CH:3]=1.[C:28](=[O:31])(O)[O-:29].[Na+]. Given the product [CH2:1]([N:8]1[C@@H:16]2[C@@:11]([C:18]3[CH:23]=[CH:22][C:21]([O:24][CH3:25])=[C:20]([O:26][CH3:27])[CH:19]=3)([CH2:12][CH2:13][C@@H:14]([NH:17][C:28](=[O:31])[O:29][C:2]([CH3:7])([CH3:3])[CH3:1])[CH2:15]2)[CH2:10][CH2:9]1)[C:2]1[CH:7]=[CH:6][CH:5]=[CH:4][CH:3]=1, predict the reactants needed to synthesize it. (9) Given the product [Cl:1][C:2]1[CH:24]=[CH:23][C:5]([CH2:6][N:7]2[C:16](=[O:17])[C:15]3[C:10](=[N:11][C:12]4[CH2:21][CH2:20][CH2:19][CH2:18][C:13]=4[N:14]=3)[N:9]([CH2:32][CH2:33][N:34]3[CH:38]=[CH:37][CH:36]=[CH:35]3)[C:8]2=[O:22])=[CH:4][CH:3]=1, predict the reactants needed to synthesize it. The reactants are: [Cl:1][C:2]1[CH:24]=[CH:23][C:5]([CH2:6][N:7]2[C:16](=[O:17])[C:15]3[C:10](=[N:11][C:12]4[CH2:21][CH2:20][CH2:19][CH2:18][C:13]=4[N:14]=3)[NH:9][C:8]2=[O:22])=[CH:4][CH:3]=1.C([O-])([O-])=O.[K+].[K+].Br[CH2:32][CH2:33][N:34]1[CH:38]=[CH:37][CH:36]=[CH:35]1.